This data is from Rat liver microsome stability data. The task is: Regression/Classification. Given a drug SMILES string, predict its absorption, distribution, metabolism, or excretion properties. Task type varies by dataset: regression for continuous measurements (e.g., permeability, clearance, half-life) or binary classification for categorical outcomes (e.g., BBB penetration, CYP inhibition). Dataset: rlm. (1) The drug is CCCCCn1cc2c(c1-c1ccc(Br)cc1)c(=O)n(C)c(=O)n2C. The result is 1 (stable in rat liver microsomes). (2) The compound is Cc1cc(NS(=O)(=O)c2ccc(NC(=O)Cc3ccc(Cl)c(F)c3)cc2)no1. The result is 0 (unstable in rat liver microsomes).